Dataset: Catalyst prediction with 721,799 reactions and 888 catalyst types from USPTO. Task: Predict which catalyst facilitates the given reaction. (1) The catalyst class is: 23. Product: [CH2:1]([N:8]([S:16]([CH2:19][CH2:20][CH2:21][N:27]([CH3:29])[CH2:26][CH2:25][NH:24][CH3:28])(=[O:18])=[O:17])[C:9](=[O:15])[O:10][C:11]([CH3:14])([CH3:13])[CH3:12])[C:2]1[CH:7]=[CH:6][CH:5]=[CH:4][CH:3]=1. Reactant: [CH2:1]([N:8]([S:16]([CH2:19][CH2:20][CH2:21]Cl)(=[O:18])=[O:17])[C:9](=[O:15])[O:10][C:11]([CH3:14])([CH3:13])[CH3:12])[C:2]1[CH:7]=[CH:6][CH:5]=[CH:4][CH:3]=1.C[N:24]([CH3:28])[CH2:25][CH2:26][NH2:27].[C:29]([O-])([O-])=O.[K+].[K+]. (2) Reactant: [OH-:1].[K+].[Br:3][C:4]1[CH:5]=[C:6]2[C:10](=[CH:11][CH:12]=1)[NH:9][C:8](=[O:13])[C:7]2=O.[F:15][C:16]([F:28])([F:27])[C:17]1[CH:22]=[CH:21][C:20]([C:23](=O)[CH2:24][CH3:25])=[CH:19][CH:18]=1. Product: [Br:3][C:4]1[CH:5]=[C:6]2[C:10](=[CH:11][CH:12]=1)[N:9]=[C:23]([C:20]1[CH:19]=[CH:18][C:17]([C:16]([F:15])([F:27])[F:28])=[CH:22][CH:21]=1)[C:24]([CH3:25])=[C:7]2[C:8]([OH:13])=[O:1]. The catalyst class is: 97.